From a dataset of CYP1A2 inhibition data for predicting drug metabolism from PubChem BioAssay. Regression/Classification. Given a drug SMILES string, predict its absorption, distribution, metabolism, or excretion properties. Task type varies by dataset: regression for continuous measurements (e.g., permeability, clearance, half-life) or binary classification for categorical outcomes (e.g., BBB penetration, CYP inhibition). Dataset: cyp1a2_veith. (1) The drug is O=C(NCCN1CCN(C(=O)C(c2ccccc2)c2ccccc2)CC1)C(=O)Nc1ccccc1. The result is 0 (non-inhibitor). (2) The result is 0 (non-inhibitor). The drug is Fc1ccc(Cn2c(SCc3ccc(F)c(C(F)(F)F)c3)nnc2C(F)(F)F)cc1. (3) The compound is Cc1ccc(N2C(=O)CC(c3ccsc3)C3=C2CC(C)(C)CC3=O)cc1. The result is 0 (non-inhibitor). (4) The drug is CN1CCN(C2=Cc3ccccc3Oc3ccc(Cl)cc32)CC1. The result is 1 (inhibitor). (5) The drug is Cc1nn(C(=O)c2ccco2)c(C)c1Sc1ccc(Br)cc1. The result is 1 (inhibitor). (6) The molecule is O=C(Nc1cccc(F)c1)N1CC[C@@]2(CCCN(C(=O)c3cnccn3)C2)C1. The result is 0 (non-inhibitor). (7) The drug is CO[C@H]1COC(=O)C/C=C\[C@H](C)[C@@H](NS(=O)(=O)c2ccc(C)cc2)COC(=O)CCC[C@@H]1C. The result is 0 (non-inhibitor). (8) The compound is C[C@@]12CC[C@H](O)C[C@@H]1CC[C@@H]1[C@@H]2CC[C@@]2(C)[C@@H](C(=O)C[C@H](O)C(F)(F)F)CC[C@H]12. The result is 0 (non-inhibitor). (9) The drug is Cc1sc(=NC(=O)c2ccco2)n(C)c1-c1ccc(F)cc1. The result is 1 (inhibitor).